Predict the reactants needed to synthesize the given product. From a dataset of Full USPTO retrosynthesis dataset with 1.9M reactions from patents (1976-2016). (1) Given the product [Br:23][C:22]1[C:15]2[C:16](=[N:17][CH:18]=[N:19][C:14]=2[N:11]2[CH2:10][CH2:9][N:8]([C:6]([O:5][C:1]([CH3:4])([CH3:2])[CH3:3])=[O:7])[CH2:13][CH2:12]2)[NH:20][N:21]=1, predict the reactants needed to synthesize it. The reactants are: [C:1]([O:5][C:6]([N:8]1[CH2:13][CH2:12][N:11]([C:14]2[N:19]=[CH:18][N:17]=[C:16]3[NH:20][N:21]=[CH:22][C:15]=23)[CH2:10][CH2:9]1)=[O:7])([CH3:4])([CH3:3])[CH3:2].[Br:23]N1C(=O)CCC1=O. (2) Given the product [CH2:17]([NH:16][C:7]([C:5]1[S:6][C:2]([Cl:1])=[CH:3][CH:4]=1)=[O:9])[CH:18]=[CH2:19], predict the reactants needed to synthesize it. The reactants are: [Cl:1][C:2]1[S:6][C:5]([C:7]([OH:9])=O)=[CH:4][CH:3]=1.C(Cl)(=O)C(Cl)=O.[N:16]1C=C[CH:19]=[CH:18][CH:17]=1.C(N)C=C. (3) Given the product [IH:21].[CH3:22][S:14][C:12]([C:10]1[S:11][C:7]2[C:6]([N:15]3[CH2:16][CH2:17][O:18][CH2:19][CH2:20]3)=[CH:5][CH:4]=[C:3]([O:2][CH3:1])[C:8]=2[N:9]=1)=[NH:13], predict the reactants needed to synthesize it. The reactants are: [CH3:1][O:2][C:3]1[C:8]2[N:9]=[C:10]([C:12](=[S:14])[NH2:13])[S:11][C:7]=2[C:6]([N:15]2[CH2:20][CH2:19][O:18][CH2:17][CH2:16]2)=[CH:5][CH:4]=1.[I:21][CH3:22]. (4) Given the product [OH:8][CH2:7][C:6]1[N:1]=[C:2]([C:12]([O:14][CH2:15][CH3:16])=[O:13])[CH:3]=[CH:4][CH:5]=1, predict the reactants needed to synthesize it. The reactants are: [N:1]1[C:6]([C:7](OCC)=[O:8])=[CH:5][CH:4]=[CH:3][C:2]=1[C:12]([O:14][CH2:15][CH3:16])=[O:13].[BH4-].[Na+]. (5) Given the product [CH3:18][CH:17]([CH3:19])[CH2:16][CH2:15][NH:20][C:2]1[C:11]2[C:6](=[CH:7][CH:8]=[CH:9][CH:10]=2)[N:5]=[CH:4][C:3]=1[N+:12]([O-:14])=[O:13], predict the reactants needed to synthesize it. The reactants are: O[C:2]1[C:11]2[C:6](=[CH:7][CH:8]=[CH:9][CH:10]=2)[N:5]=[CH:4][C:3]=1[N+:12]([O-:14])=[O:13].[CH2:15]([NH2:20])[CH2:16][CH:17]([CH3:19])[CH3:18]. (6) Given the product [I:1][C:2]1[CH:37]=[N:36][C:5]2[N:6]([C:19]([NH:21][CH:22]([C:25]3[CH:26]=[CH:27][C:28]([O:31][C:32]([F:34])([F:35])[F:33])=[CH:29][CH:30]=3)[CH2:23][CH3:24])=[O:20])[CH2:7][C:8](=[O:18])[NH:9][C:4]=2[CH:3]=1, predict the reactants needed to synthesize it. The reactants are: [I:1][C:2]1[CH:37]=[N:36][C:5]2[N:6]([C:19]([NH:21][CH:22]([C:25]3[CH:30]=[CH:29][C:28]([O:31][C:32]([F:35])([F:34])[F:33])=[CH:27][CH:26]=3)[CH2:23][CH3:24])=[O:20])[CH2:7][C:8](=[O:18])[N:9](COCC[Si](C)(C)C)[C:4]=2[CH:3]=1.FC(F)(F)C(O)=O.